Task: Regression. Given a target protein amino acid sequence and a drug SMILES string, predict the binding affinity score between them. We predict pIC50 (pIC50 = -log10(IC50 in M); higher means more potent). Dataset: bindingdb_ic50.. Dataset: Drug-target binding data from BindingDB using IC50 measurements The small molecule is Cc1cc(Cl)ccc1Oc1cn(Cc2ccccc2)c(COc2ccccc2)cc1=O. The target protein (Q6GI75) has sequence MLNLENKTYVIMGIANKRSIAFGVAKVLDQLGAKLVFTYRKERSRKELEKLLEQLNQPEAHLYQIDVQSDEEVINGFEQIGKDVGNIDGVYHSIAFANMEDLRGRFSETSREGFLLAQDISSYSLTIVAHEAKKLMPEGGSIVATTYLGGEFAVQNYNVMGVAKASLEANVKYLALDLGPDNIRVNAISAGPIRTLSAKGVGGFNTILKEIEERAPLKRNVDQVEVGKTAAYLLSDLSSGVTGENIHVDSGFHAIK. The pIC50 is 6.2.